Task: Predict the reactants needed to synthesize the given product.. Dataset: Full USPTO retrosynthesis dataset with 1.9M reactions from patents (1976-2016) (1) Given the product [C:24]([C:22]1[CH:21]=[C:20]([CH2:30][C:31]([OH:33])=[O:32])[CH:19]=[C:18]([S:15]([N:12]2[CH2:13][CH2:14][N:9]([CH2:8][C:7]3[CH:6]=[CH:5][C:4]([O:3][C:2]([F:37])([F:38])[F:1])=[CH:36][CH:35]=3)[CH2:10][CH2:11]2)(=[O:17])=[O:16])[CH:23]=1)#[CH:25], predict the reactants needed to synthesize it. The reactants are: [F:1][C:2]([F:38])([F:37])[O:3][C:4]1[CH:36]=[CH:35][C:7]([CH2:8][N:9]2[CH2:14][CH2:13][N:12]([S:15]([C:18]3[CH:19]=[C:20]([CH2:30][C:31]([O:33]C)=[O:32])[CH:21]=[C:22]([C:24]#[C:25][Si](C)(C)C)[CH:23]=3)(=[O:17])=[O:16])[CH2:11][CH2:10]2)=[CH:6][CH:5]=1.Cl. (2) Given the product [CH2:1]([O:3][C:4](=[O:32])[CH2:5][N:6]([S:37]([N:36]([CH3:41])[CH2:33][C:34]#[CH:35])(=[O:39])=[O:38])[CH2:7][C:8]1[CH:13]=[CH:12][CH:11]=[C:10]([O:14][CH2:15][C:16]2[N:17]=[C:18]([C:22]3[CH:23]=[CH:24][C:25]([C:28]([F:31])([F:30])[F:29])=[CH:26][CH:27]=3)[O:19][C:20]=2[CH3:21])[CH:9]=1)[CH3:2], predict the reactants needed to synthesize it. The reactants are: [CH2:1]([O:3][C:4](=[O:32])[CH2:5][NH:6][CH2:7][C:8]1[CH:13]=[CH:12][CH:11]=[C:10]([O:14][CH2:15][C:16]2[N:17]=[C:18]([C:22]3[CH:27]=[CH:26][C:25]([C:28]([F:31])([F:30])[F:29])=[CH:24][CH:23]=3)[O:19][C:20]=2[CH3:21])[CH:9]=1)[CH3:2].[CH2:33]([N:36]([CH3:41])[S:37](Cl)(=[O:39])=[O:38])[C:34]#[CH:35].C(N(CC)CC)C. (3) Given the product [CH:39]1([NH:45][C:17]([C:16]2[C:10]3[C:11](=[N:12][CH:13]=[C:8]([O:1][C:2]4[CH:7]=[CH:6][CH:5]=[CH:4][CH:3]=4)[N:9]=3)[N:14]([CH2:20][O:21][CH2:22][CH2:23][Si:24]([CH3:26])([CH3:27])[CH3:25])[CH:15]=2)=[O:18])[CH2:44][CH2:43][CH2:42][CH2:41][CH2:40]1, predict the reactants needed to synthesize it. The reactants are: [O:1]([C:8]1[N:9]=[C:10]2[C:16]([C:17](O)=[O:18])=[CH:15][N:14]([CH2:20][O:21][CH2:22][CH2:23][Si:24]([CH3:27])([CH3:26])[CH3:25])[C:11]2=[N:12][CH:13]=1)[C:2]1[CH:7]=[CH:6][CH:5]=[CH:4][CH:3]=1.CN(C)CCCN=C=NCC.[CH:39]1([NH2:45])[CH2:44][CH2:43][CH2:42][CH2:41][CH2:40]1. (4) Given the product [F:21][C:18]([F:19])([F:20])[O:17][C:14]1[CH:15]=[CH:16][C:11]([C:8]2[S:9][CH:10]=[C:6]([CH2:4][OH:3])[N:7]=2)=[CH:12][CH:13]=1, predict the reactants needed to synthesize it. The reactants are: C([O:3][C:4]([C:6]1[N:7]=[C:8]([C:11]2[CH:16]=[CH:15][C:14]([O:17][C:18]([F:21])([F:20])[F:19])=[CH:13][CH:12]=2)[S:9][CH:10]=1)=O)C.[H-].[H-].[H-].[H-].[Li+].[Al+3].